Dataset: CYP2D6 inhibition data for predicting drug metabolism from PubChem BioAssay. Task: Regression/Classification. Given a drug SMILES string, predict its absorption, distribution, metabolism, or excretion properties. Task type varies by dataset: regression for continuous measurements (e.g., permeability, clearance, half-life) or binary classification for categorical outcomes (e.g., BBB penetration, CYP inhibition). Dataset: cyp2d6_veith. (1) The drug is COc1ccc(-n2c(=O)c(-c3ccc(F)c(F)c3)nc3cncnc32)cc1. The result is 0 (non-inhibitor). (2) The drug is COc1ccc(-c2cc(C(F)(F)F)n3ncc(C(=O)NCC4CCCO4)c3n2)cc1OC. The result is 0 (non-inhibitor). (3) The drug is CC(C)(N=NC(C)(C)C1=NCCN1)C1=NCCN1. The result is 0 (non-inhibitor). (4) The compound is O=C(N[C@@H](c1ccccc1)[C@@H]1C[C@H]1C(=O)O)OCc1ccccc1. The result is 0 (non-inhibitor). (5) The compound is c1ccc(CN2CC[C@@H](CNc3ncnc4ccccc34)C2)cc1. The result is 1 (inhibitor). (6) The molecule is COc1ccccc1-c1cc(Nc2ccn[nH]2)ncn1. The result is 0 (non-inhibitor). (7) The drug is CN(C)C=O.COCCn1c(SCc2nc3sc(C(=O)OC)c(C)c3c(=O)[nH]2)nc2ccccc21. The result is 1 (inhibitor).